Dataset: NCI-60 drug combinations with 297,098 pairs across 59 cell lines. Task: Regression. Given two drug SMILES strings and cell line genomic features, predict the synergy score measuring deviation from expected non-interaction effect. (1) Drug 1: C1=CC=C(C(=C1)C(C2=CC=C(C=C2)Cl)C(Cl)Cl)Cl. Drug 2: C1CC(=O)NC(=O)C1N2C(=O)C3=CC=CC=C3C2=O. Cell line: HT29. Synergy scores: CSS=2.88, Synergy_ZIP=1.28, Synergy_Bliss=2.67, Synergy_Loewe=2.30, Synergy_HSA=1.41. (2) Cell line: PC-3. Drug 2: CC1=C2C(C(=O)C3(C(CC4C(C3C(C(C2(C)C)(CC1OC(=O)C(C(C5=CC=CC=C5)NC(=O)OC(C)(C)C)O)O)OC(=O)C6=CC=CC=C6)(CO4)OC(=O)C)O)C)O. Drug 1: C1=CC(=CC=C1CCC2=CNC3=C2C(=O)NC(=N3)N)C(=O)NC(CCC(=O)O)C(=O)O. Synergy scores: CSS=34.8, Synergy_ZIP=-6.66, Synergy_Bliss=-9.60, Synergy_Loewe=-8.74, Synergy_HSA=-4.13. (3) Drug 1: CC1=CC=C(C=C1)C2=CC(=NN2C3=CC=C(C=C3)S(=O)(=O)N)C(F)(F)F. Drug 2: CC1=C(C=C(C=C1)NC(=O)C2=CC=C(C=C2)CN3CCN(CC3)C)NC4=NC=CC(=N4)C5=CN=CC=C5. Cell line: HS 578T. Synergy scores: CSS=7.77, Synergy_ZIP=5.84, Synergy_Bliss=4.74, Synergy_Loewe=4.29, Synergy_HSA=4.27. (4) Drug 1: CN(CCCl)CCCl.Cl. Drug 2: C1CNP(=O)(OC1)N(CCCl)CCCl. Cell line: SNB-19. Synergy scores: CSS=3.21, Synergy_ZIP=-3.98, Synergy_Bliss=0.308, Synergy_Loewe=-23.7, Synergy_HSA=-0.868. (5) Drug 1: CC12CCC3C(C1CCC2O)C(CC4=C3C=CC(=C4)O)CCCCCCCCCS(=O)CCCC(C(F)(F)F)(F)F. Drug 2: C(CN)CNCCSP(=O)(O)O. Cell line: OVCAR-8. Synergy scores: CSS=-0.797, Synergy_ZIP=0.827, Synergy_Bliss=1.05, Synergy_Loewe=-1.59, Synergy_HSA=-2.02. (6) Drug 1: C1=C(C(=O)NC(=O)N1)F. Drug 2: CC1=C2C(C(=O)C3(C(CC4C(C3C(C(C2(C)C)(CC1OC(=O)C(C(C5=CC=CC=C5)NC(=O)C6=CC=CC=C6)O)O)OC(=O)C7=CC=CC=C7)(CO4)OC(=O)C)O)C)OC(=O)C. Cell line: SK-MEL-5. Synergy scores: CSS=40.6, Synergy_ZIP=-12.8, Synergy_Bliss=-15.8, Synergy_Loewe=-14.1, Synergy_HSA=-9.46. (7) Cell line: SR. Drug 2: CC(C1=C(C=CC(=C1Cl)F)Cl)OC2=C(N=CC(=C2)C3=CN(N=C3)C4CCNCC4)N. Drug 1: CN1CCC(CC1)COC2=C(C=C3C(=C2)N=CN=C3NC4=C(C=C(C=C4)Br)F)OC. Synergy scores: CSS=55.7, Synergy_ZIP=6.26, Synergy_Bliss=2.31, Synergy_Loewe=-31.9, Synergy_HSA=0.462.